From a dataset of Catalyst prediction with 721,799 reactions and 888 catalyst types from USPTO. Predict which catalyst facilitates the given reaction. (1) Reactant: [F:1][C:2]1[CH:3]=[CH:4][C:5](B2OC(C)(C)C(C)(C)O2)=[C:6]2[C:10]=1[C@H:9]([O:11][C:12]1[CH:25]=[CH:24][C:15]3[C@H:16]([CH2:19][C:20]([O:22][CH3:23])=[O:21])[CH2:17][O:18][C:14]=3[CH:13]=1)[CH2:8][CH2:7]2.Br[C:36]1[C:48]([CH3:49])=[CH:47][C:39]([O:40][CH2:41][C:42]([CH3:46])([CH3:45])[CH2:43][OH:44])=[CH:38][C:37]=1[CH3:50].[O-]P([O-])([O-])=O.[K+].[K+].[K+]. Product: [F:1][C:2]1[CH:3]=[CH:4][C:5]([C:36]2[C:48]([CH3:49])=[CH:47][C:39]([O:40][CH2:41][C:42]([CH3:45])([CH3:46])[CH2:43][OH:44])=[CH:38][C:37]=2[CH3:50])=[C:6]2[C:10]=1[C@H:9]([O:11][C:12]1[CH:25]=[CH:24][C:15]3[C@H:16]([CH2:19][C:20]([O:22][CH3:23])=[O:21])[CH2:17][O:18][C:14]=3[CH:13]=1)[CH2:8][CH2:7]2. The catalyst class is: 11. (2) Reactant: Cl[C:2]1[C:11]2[C:10](=[O:12])[N:9]([CH2:13][C@@H:14]3[CH2:18][O:17][C:16]([CH3:20])([CH3:19])[O:15]3)[CH:8]=[N:7][C:6]=2[N:5]([CH3:21])[C:4](=[O:22])[C:3]=1[F:23].[F:24][C:25]1[CH:31]=[C:30]([I:32])[CH:29]=[CH:28][C:26]=1[NH2:27].O1CCCC1.C[Si](C)(C)[N-][Si](C)(C)C.[Li+].C(OC(C)C)(=O)C. Product: [CH3:19][C:16]1([CH3:20])[O:15][C@H:14]([CH2:13][N:9]2[C:10](=[O:12])[C:11]3[C:2]([NH:27][C:26]4[CH:28]=[CH:29][C:30]([I:32])=[CH:31][C:25]=4[F:24])=[C:3]([F:23])[C:4](=[O:22])[N:5]([CH3:21])[C:6]=3[N:7]=[CH:8]2)[CH2:18][O:17]1. The catalyst class is: 34. (3) Reactant: [F:1][C:2]1[C:3]([CH3:13])=[CH:4][C:5]2[O:9][C:8]([C:10]#[N:11])=[CH:7][C:6]=2[CH:12]=1.C1C(=O)N([Br:21])C(=O)C1. Product: [Br:21][CH2:13][C:3]1[C:2]([F:1])=[CH:12][C:6]2[CH:7]=[C:8]([C:10]#[N:11])[O:9][C:5]=2[CH:4]=1. The catalyst class is: 53. (4) Reactant: [C:1]([C:3]1[CH:4]=[CH:5][C:6]([CH3:28])=[C:7]([N:9]([CH2:14][C:15]([N:17]([N:19]2[CH2:27][C:26]3[C:21](=[CH:22][CH:23]=[CH:24][CH:25]=3)[CH2:20]2)[CH3:18])=[O:16])[CH2:10]C(O)=O)[CH:8]=1)#[N:2].CC1[C:38]2[C:33](=CC(N)=C(C)C=2)[N:32]([CH:41]2CCCC[O:42]2)N=1.O[N:48]1[C:52]2[CH:53]=CC=C[C:51]=2N=N1.CCN=C=N[CH2:62][CH2:63][CH2:64]N(C)C.[C:68]([O:71]CC)(=[O:70])C.[CH3:74]CCCCC. Product: [C:1]([C:3]1[CH:4]=[CH:5][C:6]([CH3:28])=[C:7]([N:9]([CH2:14][C:15]([N:17]([N:19]2[CH2:20][C:21]3[C:26](=[CH:25][CH:24]=[CH:23][CH:22]=3)[CH2:27]2)[CH3:18])=[O:16])[CH2:10][C:41]([NH:32][CH2:33][CH2:38][N:48]([C:68]([O:71][C:63]([CH3:64])([CH3:74])[CH3:62])=[O:70])[CH:52]([CH3:51])[CH3:53])=[O:42])[CH:8]=1)#[N:2]. The catalyst class is: 120. (5) Reactant: CO[C:3](=O)[C:4]1[CH:9]=[CH:8][C:7]([CH2:10]N(C2C=CC(CO)=CC=2)C)=[CH:6][CH:5]=1.CNC.B(Cl)(Cl)Cl.[Na+].[Cl-].O.S(=O)(=O)(O)O. The catalyst class is: 2. Product: [CH:3]1[C:4]2[CH2:5][C:6]3[C:7](=[CH:10][CH:6]=[CH:7][CH:8]=3)[CH2:8][C:9]=2[CH:5]=[CH:4][CH:3]=1. (6) Reactant: [Cl:1][C:2]1[CH:3]=[C:4]([C:9]2([C:22]([F:25])([F:24])[F:23])[O:13][N:12]=[C:11]([C:14]3[CH:15]=[CH:16][C:17]([CH3:21])=[C:18]([CH:20]=3)[NH2:19])[CH2:10]2)[CH:5]=[C:6]([Cl:8])[CH:7]=1.[C:26]1([CH3:35])[CH:31]=[CH:30][C:29]([C:32](O)=[O:33])=[CH:28][CH:27]=1.Cl.C(N(CC)CCCN=C=NCC)C.C(=O)([O-])O.[Na+]. Product: [Cl:1][C:2]1[CH:3]=[C:4]([C:9]2([C:22]([F:23])([F:25])[F:24])[O:13][N:12]=[C:11]([C:14]3[CH:15]=[CH:16][C:17]([CH3:21])=[C:18]([NH:19][C:32](=[O:33])[C:29]4[CH:30]=[CH:31][C:26]([CH3:35])=[CH:27][CH:28]=4)[CH:20]=3)[CH2:10]2)[CH:5]=[C:6]([Cl:8])[CH:7]=1. The catalyst class is: 9. (7) Reactant: [CH3:1][O:2][C:3]1[N:8]=[C:7]([N:9]2[CH2:14][CH2:13][N:12]([CH3:15])[CH2:11][CH2:10]2)[C:6]([N+:16]([O-])=O)=[CH:5][CH:4]=1.C1CCCCC=1. Product: [CH3:1][O:2][C:3]1[N:8]=[C:7]([N:9]2[CH2:14][CH2:13][N:12]([CH3:15])[CH2:11][CH2:10]2)[C:6]([NH2:16])=[CH:5][CH:4]=1. The catalyst class is: 63.